From a dataset of Reaction yield outcomes from USPTO patents with 853,638 reactions. Predict the reaction yield, written as a fraction of the theoretical maximum amount of product (1.0 means a 100% yield; for example, 0.34 means a 34% yield). The yield is 0.980. The reactants are Br[C:2]1[C:10]2[O:9][CH2:8][C@H:7]([C:11]3[CH:16]=[CH:15][C:14]([CH:17]([CH3:19])[CH3:18])=[CH:13][CH:12]=3)[C:6]=2[C:5]([CH3:20])=[C:4]([NH:21][C:22](=[O:28])[CH2:23][C:24]([CH3:27])([CH3:26])[CH3:25])[C:3]=1[CH3:29].[C:30](OCC)(=[O:32])C.CCCCCC. The catalyst is C(Cl)(Cl)Cl. The product is [CH:17]([C:14]1[CH:13]=[CH:12][C:11]([C@@H:7]2[C:6]3[C:5]([CH3:20])=[C:4]([NH:21][C:22](=[O:28])[CH2:23][C:24]([CH3:26])([CH3:25])[CH3:27])[C:3]([CH3:29])=[C:2]([O:32][CH3:30])[C:10]=3[O:9][CH2:8]2)=[CH:16][CH:15]=1)([CH3:18])[CH3:19].